This data is from Full USPTO retrosynthesis dataset with 1.9M reactions from patents (1976-2016). The task is: Predict the reactants needed to synthesize the given product. (1) Given the product [F:8][C:5]1[CH:6]=[CH:7][C:2]([C:16]#[N:17])=[C:3]([C:9]2[N:13]([CH3:14])[N:12]=[CH:11][N:10]=2)[CH:4]=1, predict the reactants needed to synthesize it. The reactants are: Br[C:2]1[CH:7]=[CH:6][C:5]([F:8])=[CH:4][C:3]=1[C:9]1[N:13]([CH3:14])[N:12]=[CH:11][N:10]=1.[Cu][C:16]#[N:17]. (2) Given the product [C:10]1([CH2:16][O:17][C:18]([NH:20][C:21]2([C:27]([NH:29][C@H:30]([CH:34]=[O:35])[CH:31]([CH3:33])[CH3:32])=[O:28])[CH2:26][CH2:25][CH2:24][CH2:23][CH2:22]2)=[O:19])[CH:15]=[CH:14][CH:13]=[CH:12][CH:11]=1, predict the reactants needed to synthesize it. The reactants are: C(N(CC)C(C)C)(C)C.[C:10]1([CH2:16][O:17][C:18]([NH:20][C:21]2([C:27]([NH:29][C@H:30]([CH2:34][OH:35])[CH:31]([CH3:33])[CH3:32])=[O:28])[CH2:26][CH2:25][CH2:24][CH2:23][CH2:22]2)=[O:19])[CH:15]=[CH:14][CH:13]=[CH:12][CH:11]=1.